From a dataset of Catalyst prediction with 721,799 reactions and 888 catalyst types from USPTO. Predict which catalyst facilitates the given reaction. (1) Reactant: [Cl:1][C:2]1[CH:7]=[CH:6][N:5]=[C:4]2[NH:8][CH:9]=[CH:10][C:3]=12.[H-].[Na+].Cl[CH2:14][O:15][CH2:16][CH2:17][Si:18]([CH3:21])([CH3:20])[CH3:19]. Product: [Cl:1][C:2]1[CH:7]=[CH:6][N:5]=[C:4]2[N:8]([CH2:14][O:15][CH2:16][CH2:17][Si:18]([CH3:21])([CH3:20])[CH3:19])[CH:9]=[CH:10][C:3]=12. The catalyst class is: 31. (2) Reactant: [CH2:1]([O:8][C:9]([N:11]1[CH2:15][CH2:14][CH2:13][CH:12]1[C:16]([OH:18])=O)=[O:10])[C:2]1[CH:7]=[CH:6][CH:5]=[CH:4][CH:3]=1.O=S(Cl)Cl.[NH3:23]. Product: [CH2:1]([O:8][C:9]([N:11]1[CH2:15][CH2:14][CH2:13][CH:12]1[C:16](=[O:18])[NH2:23])=[O:10])[C:2]1[CH:7]=[CH:6][CH:5]=[CH:4][CH:3]=1. The catalyst class is: 168. (3) Reactant: C(OP([CH2:9][C:10]#[N:11])(=O)OCC)C.[H-].[Na+].[Br:14][C:15]1[CH:16]=[CH:17][CH:18]=[C:19]2[C:24]=1[NH:23][CH2:22][CH2:21][C:20]2=O.[NH4+].[Cl-]. Product: [Br:14][C:15]1[CH:16]=[CH:17][CH:18]=[C:19]2[C:24]=1[NH:23][CH2:22][CH2:21][C:20]2=[CH:9][C:10]#[N:11]. The catalyst class is: 49. (4) Reactant: CS(O)(=O)=O.O.[K+].[CH3:8][N:9]1[C:17]2[C:12](=[CH:13][C:14]([NH:18][C:19]([C:21]3[C:22]([C:27]4[CH:32]=[CH:31][C:30]([C:33]([F:36])([F:35])[F:34])=[CH:29][CH:28]=4)=[CH:23][CH:24]=[CH:25][CH:26]=3)=[O:20])=[CH:15][CH:16]=2)[CH:11]=[C:10]1[C:37]([O-:39])=O.O.ON1C2C=CC=CC=2N=N1.Cl.CN(C)CCCN=C=NCC.O.Cl.[CH2:65]([N:72]([CH3:83])[C:73](=[O:82])[C@H:74]([C:76]1[CH:81]=[CH:80][CH:79]=[CH:78][CH:77]=1)[NH2:75])[C:66]1[CH:71]=[CH:70][CH:69]=[CH:68][CH:67]=1. Product: [CH2:65]([N:72]([CH3:83])[C:73](=[O:82])[C@@H:74]([NH:75][C:37]([C:10]1[N:9]([CH3:8])[C:17]2[C:12]([CH:11]=1)=[CH:13][C:14]([NH:18][C:19]([C:21]1[C:22]([C:27]3[CH:28]=[CH:29][C:30]([C:33]([F:34])([F:35])[F:36])=[CH:31][CH:32]=3)=[CH:23][CH:24]=[CH:25][CH:26]=1)=[O:20])=[CH:15][CH:16]=2)=[O:39])[C:76]1[CH:77]=[CH:78][CH:79]=[CH:80][CH:81]=1)[C:66]1[CH:67]=[CH:68][CH:69]=[CH:70][CH:71]=1. The catalyst class is: 236.